Dataset: Forward reaction prediction with 1.9M reactions from USPTO patents (1976-2016). Task: Predict the product of the given reaction. (1) Given the reactants [CH3:1][CH:2]1[N:7]([CH2:8][C:9]2[N:13]([C:14]3[CH:19]=[CH:18][CH:17]=[C:16]([C:20]([F:23])([F:22])[F:21])[CH:15]=3)[N:12]=[N:11][N:10]=2)[CH2:6][CH2:5][NH:4][C:3]1=[O:24].I[CH:26]([CH3:28])[CH3:27].[H-].[Na+], predict the reaction product. The product is: [CH3:1][CH:2]1[N:7]([CH2:8][C:9]2[N:13]([C:14]3[CH:19]=[CH:18][CH:17]=[C:16]([C:20]([F:23])([F:22])[F:21])[CH:15]=3)[N:12]=[N:11][N:10]=2)[CH2:6][CH2:5][N:4]([CH:26]([CH3:28])[CH3:27])[C:3]1=[O:24]. (2) Given the reactants [CH3:1][CH:2]([CH2:7][C:8](=[O:10])[CH3:9])[CH2:3][C:4]([OH:6])=O.S(Cl)(Cl)=O, predict the reaction product. The product is: [CH3:1][CH:2]1[CH:7]=[C:8]([CH3:9])[O:10][C:4](=[O:6])[CH2:3]1. (3) Given the reactants [OH:1][C:2]1[CH:3]=[C:4]([CH2:8][C:9]([OH:11])=[O:10])[CH:5]=[CH:6][CH:7]=1.[CH2:12](Br)[C:13]1[CH:18]=[CH:17][CH:16]=[CH:15][CH:14]=1.[OH-].[K+], predict the reaction product. The product is: [CH2:12]([O:1][C:2]1[CH:3]=[C:4]([CH2:8][C:9]([OH:11])=[O:10])[CH:5]=[CH:6][CH:7]=1)[C:13]1[CH:18]=[CH:17][CH:16]=[CH:15][CH:14]=1. (4) Given the reactants [CH2:1]([N:5]([CH2:35][CH2:36][CH2:37][CH3:38])[C:6]([C:8]1[N:9]=[C:10]([C:13]2[CH:22]=[CH:21][C:16]([C:17]([O:19][CH3:20])=[O:18])=[CH:15][C:14]=2[C:23]([N:25]2[CH2:34][CH2:33][C:32]3[C:27](=[CH:28][CH:29]=[CH:30][CH:31]=3)[CH2:26]2)=[O:24])[NH:11][CH:12]=1)=[O:7])[CH2:2][CH2:3][CH3:4].[C:39]([O-])([O-])=O.[K+].[K+].CI, predict the reaction product. The product is: [CH2:35]([N:5]([CH2:1][CH2:2][CH2:3][CH3:4])[C:6]([C:8]1[N:9]=[C:10]([C:13]2[CH:22]=[CH:21][C:16]([C:17]([O:19][CH3:20])=[O:18])=[CH:15][C:14]=2[C:23]([N:25]2[CH2:34][CH2:33][C:32]3[C:27](=[CH:28][CH:29]=[CH:30][CH:31]=3)[CH2:26]2)=[O:24])[N:11]([CH3:39])[CH:12]=1)=[O:7])[CH2:36][CH2:37][CH3:38]. (5) Given the reactants [NH:1]1[C:5]2=[N:6][CH:7]=[CH:8][C:9]([C:10]#[C:11][C:12]3[CH:26]=[CH:25][CH:24]=[CH:23][C:13]=3[CH2:14][NH:15]C(=O)OC(C)(C)C)=[C:4]2[CH:3]=[CH:2]1.Cl, predict the reaction product. The product is: [NH:1]1[C:5]2=[N:6][CH:7]=[CH:8][C:9]([C:10]#[C:11][C:12]3[CH:26]=[CH:25][CH:24]=[CH:23][C:13]=3[CH2:14][NH2:15])=[C:4]2[CH:3]=[CH:2]1. (6) Given the reactants [S:1]([O:8]S(C(F)(F)F)(=O)=O)([C:4]([F:7])([F:6])[F:5])(=[O:3])=[O:2].[CH2:16]([O:18][C:19]1[CH:20]=[C:21](/[CH:26]=[C:27](\[CH2:33][CH3:34])/[C:28]([O:30][CH2:31][CH3:32])=[O:29])[CH:22]=[CH:23][C:24]=1O)[CH3:17].C(N(CC)CC)C, predict the reaction product. The product is: [CH2:16]([O:18][C:19]1[CH:20]=[C:21](/[CH:26]=[C:27](\[CH2:33][CH3:34])/[C:28]([O:30][CH2:31][CH3:32])=[O:29])[CH:22]=[CH:23][C:24]=1[O:8][S:1]([C:4]([F:7])([F:6])[F:5])(=[O:3])=[O:2])[CH3:17]. (7) Given the reactants [Br:1][C:2]1[CH:9]=[CH:8][CH:7]=[CH:6][C:3]=1[CH2:4]Br.[C:10]1([CH:16]2[O:21][CH2:20][CH2:19][NH:18][CH2:17]2)[CH:15]=[CH:14][CH:13]=[CH:12][CH:11]=1.C(=O)([O-])[O-].[K+].[K+], predict the reaction product. The product is: [Br:1][C:2]1[CH:9]=[CH:8][CH:7]=[CH:6][C:3]=1[CH2:4][N:18]1[CH2:19][CH2:20][O:21][CH:16]([C:10]2[CH:15]=[CH:14][CH:13]=[CH:12][CH:11]=2)[CH2:17]1. (8) Given the reactants I[C:2]1[CH:7]=[C:6]([N+:8]([O-:10])=[O:9])[CH:5]=[CH:4][C:3]=1[O:11][CH3:12].[C:13](#[N:16])[CH:14]=[CH2:15].C(N(CC)CC)C.C(=O)(O)[O-].[Na+], predict the reaction product. The product is: [CH3:12][O:11][C:3]1[CH:4]=[CH:5][C:6]([N+:8]([O-:10])=[O:9])=[CH:7][C:2]=1[C:14](=[CH2:15])[C:13]#[N:16]. (9) Given the reactants [CH3:1][O:2][C:3]1([O:23][CH3:24])[C:11](=[O:12])[C:10]2[C:5](=[CH:6][CH:7]=[C:8](B3OC(C)(C)C(C)(C)O3)[CH:9]=2)[C:4]1=[O:22].Br[C:26]1[CH:31]=[C:30](Br)[CH:29]=[C:28](Br)[CH:27]=1.[O-]P([O-])([O-])=O.[K+].[K+].[K+].[OH2:42], predict the reaction product. The product is: [CH3:1][O:2][C:3]1([O:23][CH3:24])[C:11](=[O:12])[C:10]2[C:5](=[CH:6][CH:7]=[C:8]([C:26]3[CH:31]=[C:30]([C:7]4[CH:6]=[C:5]5[C:10](=[CH:9][CH:8]=4)[C:11](=[O:42])[C:3]([O:23][CH3:24])([O:2][CH3:1])[C:4]5=[O:22])[CH:29]=[C:28]([C:7]4[CH:6]=[C:5]5[C:10](=[CH:9][CH:8]=4)[C:11](=[O:12])[C:3]([O:2][CH3:1])([O:23][CH3:24])[C:4]5=[O:22])[CH:27]=3)[CH:9]=2)[C:4]1=[O:22].